From a dataset of Catalyst prediction with 721,799 reactions and 888 catalyst types from USPTO. Predict which catalyst facilitates the given reaction. Reactant: [F:1][C@@H:2]1[C@@H:7]2[O:8][CH:9]([C:12]3[CH:17]=[CH:16][CH:15]=[CH:14][CH:13]=3)[O:10][CH2:11][C@H:6]2[O:5][CH2:4][C@@H:3]1OS(C(F)(F)F)(=O)=O.[CH3:26][Si:27]([CH3:41])([CH3:40])[CH2:28][CH2:29][O:30][CH2:31][N:32]1[C:37](=[O:38])[CH:36]=[CH:35][NH:34][C:33]1=[O:39].[H-].[Na+]. Product: [F:1][C@@H:2]1[C@@H:7]2[O:8][CH:9]([C:12]3[CH:17]=[CH:16][CH:15]=[CH:14][CH:13]=3)[O:10][CH2:11][C@H:6]2[O:5][CH2:4][C@H:3]1[N:34]1[CH:35]=[CH:36][C:37](=[O:38])[N:32]([CH2:31][O:30][CH2:29][CH2:28][Si:27]([CH3:40])([CH3:26])[CH3:41])[C:33]1=[O:39]. The catalyst class is: 3.